From a dataset of Reaction yield outcomes from USPTO patents with 853,638 reactions. Predict the reaction yield, written as a fraction of the theoretical maximum amount of product (1.0 means a 100% yield; for example, 0.34 means a 34% yield). (1) The product is [CH3:1][C:2]1[CH:7]=[C:6]([CH3:8])[NH:5][C:4](=[O:9])[C:3]=1[CH2:10][NH:11][C:12]([C:14]1[C:15]2[CH:35]=[N:34][N:33]([CH:36]([CH3:38])[CH3:37])[C:16]=2[N:17]=[C:18]([CH:20]2[CH2:21][CH2:22][NH:23][CH2:24][CH2:25]2)[CH:19]=1)=[O:13]. The yield is 0.600. The reactants are [CH3:1][C:2]1[CH:7]=[C:6]([CH3:8])[NH:5][C:4](=[O:9])[C:3]=1[CH2:10][NH:11][C:12]([C:14]1[CH:19]=[C:18]([CH:20]2[CH2:25][CH2:24][N:23](C(OC(C)(C)C)=O)[CH2:22][CH2:21]2)[N:17]=[C:16]2[N:33]([CH:36]([CH3:38])[CH3:37])[N:34]=[CH:35][C:15]=12)=[O:13].C(O)(C(F)(F)F)=O. The catalyst is C(Cl)Cl. (2) The reactants are [CH:1]1([NH:7][C:8]2[C:13]([C:14]([O:16]CC)=[O:15])=[CH:12][N:11]=[C:10]3[N:19]([CH2:22][O:23][CH2:24][CH2:25][Si:26]([CH3:29])([CH3:28])[CH3:27])[CH:20]=[CH:21][C:9]=23)[CH2:6][CH2:5][CH2:4][CH2:3][CH2:2]1.[OH-].[Na+].CCO. The catalyst is O1CCOCC1. The product is [CH:1]1([NH:7][C:8]2[C:13]([C:14]([OH:16])=[O:15])=[CH:12][N:11]=[C:10]3[N:19]([CH2:22][O:23][CH2:24][CH2:25][Si:26]([CH3:29])([CH3:28])[CH3:27])[CH:20]=[CH:21][C:9]=23)[CH2:6][CH2:5][CH2:4][CH2:3][CH2:2]1. The yield is 0.990.